Dataset: Full USPTO retrosynthesis dataset with 1.9M reactions from patents (1976-2016). Task: Predict the reactants needed to synthesize the given product. (1) Given the product [C:38](=[N:51][C:13]1[C:12]([O:27][CH3:28])=[C:11]2[C:16]([C:17](=[O:18])[C:8]([C:5]3[CH:6]=[CH:7][C:2]([Cl:1])=[CH:3][CH:4]=3)=[C:9]([CH:29]([CH3:30])[CH3:31])[O:10]2)=[CH:15][CH:14]=1)([C:45]1[CH:46]=[CH:47][CH:48]=[CH:49][CH:50]=1)[C:39]1[CH:44]=[CH:43][CH:42]=[CH:41][CH:40]=1, predict the reactants needed to synthesize it. The reactants are: [Cl:1][C:2]1[CH:7]=[CH:6][C:5]([C:8]2[C:17](=[O:18])[C:16]3[C:11](=[C:12]([O:27][CH3:28])[C:13](OS(C(F)(F)F)(=O)=O)=[CH:14][CH:15]=3)[O:10][C:9]=2[CH:29]([CH3:31])[CH3:30])=[CH:4][CH:3]=1.CC(C)([O-])C.[Na+].[C:38](=[NH:51])([C:45]1[CH:50]=[CH:49][CH:48]=[CH:47][CH:46]=1)[C:39]1[CH:44]=[CH:43][CH:42]=[CH:41][CH:40]=1. (2) Given the product [F:32][C:27]1[CH:28]=[CH:29][CH:30]=[CH:31][C:26]=1[C@:16]12[CH2:21][C@@H:20]([O:22][CH3:23])[CH2:19][CH2:18][C@H:17]1[CH2:24][S:14][C:13]([NH:12][C:4](=[O:11])[C:5]1[CH:10]=[CH:9][CH:8]=[CH:7][CH:6]=1)=[N:15]2, predict the reactants needed to synthesize it. The reactants are: ClCCl.[C:4]([NH:12][C:13]([NH:15][C@@:16]1([C:26]2[CH:31]=[CH:30][CH:29]=[CH:28][C:27]=2[F:32])[CH2:21][C@@H:20]([O:22][CH3:23])[CH2:19][CH2:18][C@H:17]1[CH2:24]O)=[S:14])(=[O:11])[C:5]1[CH:10]=[CH:9][CH:8]=[CH:7][CH:6]=1.FC(F)(F)S(OS(C(F)(F)F)(=O)=O)(=O)=O.C(=O)(O)[O-].[Na+]. (3) Given the product [F:1][C:2]1[CH:7]=[CH:6][C:5]([N:8]2[C:16]3[C:11](=[CH:12][C:13]([O:18][C@H:19]([C:23]4[CH:28]=[CH:27][CH:26]=[C:25]([O:29][CH3:30])[CH:24]=4)[C@@H:20]([NH:22][C:35](=[O:34])[CH2:36][OH:37])[CH3:21])=[C:14]([CH3:17])[CH:15]=3)[CH:10]=[N:9]2)=[CH:4][CH:3]=1, predict the reactants needed to synthesize it. The reactants are: [F:1][C:2]1[CH:7]=[CH:6][C:5]([N:8]2[C:16]3[C:11](=[CH:12][C:13]([O:18][C@H:19]([C:23]4[CH:28]=[CH:27][CH:26]=[C:25]([O:29][CH3:30])[CH:24]=4)[C@@H:20]([NH2:22])[CH3:21])=[C:14]([CH3:17])[CH:15]=3)[CH:10]=[N:9]2)=[CH:4][CH:3]=1.C([O:34][CH2:35][C:36](Cl)=[O:37])(=O)C. (4) Given the product [CH:22]([C:25]1[CH:26]=[C:27]([NH:28][C:19](=[O:21])[C:17]2[CH:16]=[CH:15][CH:14]=[C:13]([N:11]3[CH2:10][CH2:9][C:7]4[N:8]=[C:3]([S:2][CH3:1])[N:4]=[CH:5][C:6]=4[CH2:12]3)[N:18]=2)[CH:29]=[CH:30][CH:31]=1)([CH3:24])[CH3:23], predict the reactants needed to synthesize it. The reactants are: [CH3:1][S:2][C:3]1[N:4]=[CH:5][C:6]2[CH2:12][N:11]([C:13]3[N:18]=[C:17]([C:19]([OH:21])=O)[CH:16]=[CH:15][CH:14]=3)[CH2:10][CH2:9][C:7]=2[N:8]=1.[CH:22]([C:25]1[CH:26]=[C:27]([CH:29]=[CH:30][CH:31]=1)[NH2:28])([CH3:24])[CH3:23].